Dataset: Full USPTO retrosynthesis dataset with 1.9M reactions from patents (1976-2016). Task: Predict the reactants needed to synthesize the given product. (1) Given the product [Br:14][C:15]1[CH:16]=[C:17]([NH:18][CH2:1][C:3]2[CH:8]=[CH:7][CH:6]=[CH:5][C:4]=2[CH2:9][C:10]([O:12][CH3:13])=[O:11])[CH:19]=[C:20]([Cl:22])[CH:21]=1, predict the reactants needed to synthesize it. The reactants are: [CH:1]([C:3]1[CH:8]=[CH:7][CH:6]=[CH:5][C:4]=1[CH2:9][C:10]([O:12][CH3:13])=[O:11])=O.[Br:14][C:15]1[CH:16]=[C:17]([CH:19]=[C:20]([Cl:22])[CH:21]=1)[NH2:18].[BH4-].[Na+]. (2) The reactants are: [CH2:1]([NH:5][C:6]([CH:8]1[O:25][C:12]2([CH2:17][CH2:16][N:15]([C:18]([O:20][C:21]([CH3:24])([CH3:23])[CH3:22])=[O:19])[CH2:14][CH2:13]2)[CH2:11][N:10]([CH2:26][C:27]([F:30])([F:29])[F:28])[CH2:9]1)=O)[C:2]([CH3:4])=O.COC1C=CC(P2(SP(C3C=CC(OC)=CC=3)(=S)S2)=[S:40])=CC=1. Given the product [CH3:4][C:2]1[S:40][C:6]([CH:8]2[O:25][C:12]3([CH2:17][CH2:16][N:15]([C:18]([O:20][C:21]([CH3:24])([CH3:23])[CH3:22])=[O:19])[CH2:14][CH2:13]3)[CH2:11][N:10]([CH2:26][C:27]([F:30])([F:29])[F:28])[CH2:9]2)=[N:5][CH:1]=1, predict the reactants needed to synthesize it.